This data is from Full USPTO retrosynthesis dataset with 1.9M reactions from patents (1976-2016). The task is: Predict the reactants needed to synthesize the given product. (1) Given the product [CH2:1]([O:8][CH2:9][CH2:10][CH2:11][C:12]1[O:16][N:15]=[C:14]([C:17]([OH:19])=[O:18])[CH:13]=1)[C:2]1[CH:7]=[CH:6][CH:5]=[CH:4][CH:3]=1, predict the reactants needed to synthesize it. The reactants are: [CH2:1]([O:8][CH2:9][CH2:10][CH2:11][C:12]1[O:16][N:15]=[C:14]([C:17]([O:19]CC)=[O:18])[CH:13]=1)[C:2]1[CH:7]=[CH:6][CH:5]=[CH:4][CH:3]=1.C(O)C.[OH-].[K+]. (2) The reactants are: Cl.Cl.[Cl:3][C:4]1[C:5]([CH3:40])=[C:6]([NH:10][C:11]([C:13]2[C:21]3[N:20]=[C:19]([C@@H:22]4[CH2:26][CH2:25][CH2:24][NH:23]4)[NH:18][C:17]=3[CH:16]=[C:15]([NH:27][C:28]([C:30]3[CH:35]=[CH:34][CH:33]=[CH:32][C:31]=3[C:36]([F:39])([F:38])[F:37])=[O:29])[CH:14]=2)=[O:12])[CH:7]=[CH:8][CH:9]=1.C=O.B.N1C=CC=C[C:45]=1C. Given the product [Cl:3][C:4]1[C:5]([CH3:40])=[C:6]([NH:10][C:11]([C:13]2[C:21]3[N:20]=[C:19]([C@@H:22]4[CH2:26][CH2:25][CH2:24][N:23]4[CH3:45])[NH:18][C:17]=3[CH:16]=[C:15]([NH:27][C:28]([C:30]3[CH:35]=[CH:34][CH:33]=[CH:32][C:31]=3[C:36]([F:39])([F:37])[F:38])=[O:29])[CH:14]=2)=[O:12])[CH:7]=[CH:8][CH:9]=1, predict the reactants needed to synthesize it. (3) Given the product [NH:17]1[C:18]2[C:14](=[C:13]([CH:11]=[CH:7][C:6]([O:9][CH3:10])=[O:8])[CH:21]=[CH:20][CH:19]=2)[CH:15]=[CH:16]1, predict the reactants needed to synthesize it. The reactants are: C[O-].[Na+].N#N.[C:6]([O:9][CH3:10])(=[O:8])[CH3:7].[CH:11]([C:13]1[CH:21]=[CH:20][CH:19]=[C:18]2[C:14]=1[CH:15]=[CH:16][NH:17]2)=O.